Dataset: Experimentally validated miRNA-target interactions with 360,000+ pairs, plus equal number of negative samples. Task: Binary Classification. Given a miRNA mature sequence and a target amino acid sequence, predict their likelihood of interaction. (1) The miRNA is mmu-miR-365-3p with sequence UAAUGCCCCUAAAAAUCCUUAU. The protein sequence of the target gene is MEVMEGPLNLAHQQSRRADRLLAAGKYEEAISCHKKAAAYLSEAMKLTQSEQAHLSLELQRDSHMKQLLLIQERWKRAQREERLKAQQNTDKDAAAHLQTSHKPSAEDAEGQSPLSQKYSPSTEKCLPEIQGIFDRDPDTLLYLLQQKSEPAEPCIGSKAPKDDKTIIEEQATKIADLKRHVEFLVAENERLRKENKQLKAEKARLLKGPIEKELDVDADFVETSELWSLPPHAETATASSTWQKFAANTGKAKDIPIPNLPPLDFPSPELPLMELSEDILKGFMNN. Result: 0 (no interaction). (2) The miRNA is mmu-miR-182-3p with sequence GUGGUUCUAGACUUGCCAACU. The protein sequence of the target gene is MSDDAGDTLATGDKAEVTEMPNSDSLPEDAEVHCDSAAVSHEPTPADPRGEGHENAAVQGAGAAAIGPPVQPQDANALEPPLNGDVTEDTLAECIDSVSLEAEPRSEIPLQEQNYLAVDSPPSGGGWAGWGSWGKSLLSSASATVGHGLTAVKEKAGATLRIHGVNSGSSEGAQPNTENGVPEITDAATDQGPAESPPTSPSSASRGMLSAITNVVQNTGKSVLTGGLDALEFIGKKTMNVLAESDPGFKRTKTLMERTVSLSQMLREAKEKEKQRLAQQLTMERTAHYGMLFDEYQGLS.... Result: 0 (no interaction). (3) The miRNA is rno-miR-138-5p with sequence AGCUGGUGUUGUGAAUCAGGCCG. The protein sequence of the target gene is MLSVRVAAAVARALPRRAGLVSKNALGSSFVGARNLHASNTRLQKTGTAEMSSILEERILGADTSVDLEETGRVLSIGDGIARVHGLRNVQAEEMVEFSSGLKGMSLNLEPDNVGVVVFGNDKLIKEGDVVKRTGAIVDVPVGEELLGRVVDALGNAIDGKGPIGSKTRRRVGLKAPGIIPRISVREPMQTGIKAVDSLVPIGRGQRELIIGDRQTGKTSIAIDTIINQKRFNDGTDEKKKLYCIYVAIGQKRSTVAQLVKRLTDADAMKYTIVVSATASDAAPLQYLAPYSGCSMGEYF.... Result: 0 (no interaction). (4) The miRNA is cel-miR-259-5p with sequence AAAUCUCAUCCUAAUCUGGUAGCA. The protein sequence of the target gene is MRGGENRPPARVQSSSEELELRHQSLDAFPGRRLPGRGIQPAAKMSSVGKVTQVPNGKAYQQIFQAEVQLVHSLAATRKRAAERSVTLKSGRIPMMKKVETPEGEVMSPRQQKWMHSLPNDWIMENPVLHREKERAKREKARESENTIAAREVRGLMDTIVPEKISTSTFQRQAEHKRKSYESALASFQEEIAQVGKEMEPLIVDTGGLFLKKLTESDEEMNRLFLKVENDTNLEDYTIQALLELWDKVAGRLLLRKQEIKELDEALHSLEFSRTDKLKSVLKKYAEVIEKTSYLMRPEV.... Result: 0 (no interaction). (5) The miRNA is hsa-miR-558 with sequence UGAGCUGCUGUACCAAAAU. The protein sequence of the target gene is MGKEQELLEAARTGHLPAVEKLLSGKRLSSGFGGGGGGGSGGGGGGSGGGGGGLGSSSHPLSSLLSMWRGPNVNCVDSTGYTPLHHAALNGHKDVVEVLLRNDALTNVADSKGCYPLHLAAWKGDAQIVRLLIHQGPSHTRVNEQNNDNETALHCAAQYGHTEVVKVLLEELTDPTMRNNKFETPLDLAALYGRLEVVKMLLNAHPNLLSCNTKKHTPLHLAARNGHKAVVQVLLDAGMDSNYQTEMGSALHEAALFGKTDVVQILLAAGTDVNIKDNHGLTALDTVRELPSQKSQQIAA.... Result: 1 (interaction).